This data is from Full USPTO retrosynthesis dataset with 1.9M reactions from patents (1976-2016). The task is: Predict the reactants needed to synthesize the given product. (1) Given the product [OH:24][CH:16]1[C:17]2[C:18](=[N:19][CH:20]=[CH:21][CH:22]=2)[O:23][C:14]2([CH2:25][CH2:26][N:11]([C:9]([C:8]3[CH:27]=[CH:28][C:5]([O:4][CH:1]([CH3:2])[CH3:3])=[C:6]([CH3:29])[CH:7]=3)=[O:10])[CH2:12][CH2:13]2)[CH2:15]1, predict the reactants needed to synthesize it. The reactants are: [CH:1]([O:4][C:5]1[CH:28]=[CH:27][C:8]([C:9]([N:11]2[CH2:26][CH2:25][C:14]3([O:23][C:18]4=[N:19][CH:20]=[CH:21][CH:22]=[C:17]4[C:16](=[O:24])[CH2:15]3)[CH2:13][CH2:12]2)=[O:10])=[CH:7][C:6]=1[CH3:29])([CH3:3])[CH3:2].[BH4-].[Na+]. (2) Given the product [Cl:1][C:2]1[CH:8]=[C:7]([O:9][C:10]2[C:11]3[N:18]([CH2:19][CH3:20])[CH:17]=[CH:16][C:12]=3[N:13]=[CH:14][N:15]=2)[CH:6]=[CH:5][C:3]=1[NH:4][C:37]([NH:36][C:32]1[CH:33]=[CH:34][CH:35]=[C:30]([C:29]([F:28])([F:39])[F:40])[CH:31]=1)=[O:38], predict the reactants needed to synthesize it. The reactants are: [Cl:1][C:2]1[CH:8]=[C:7]([O:9][C:10]2[C:11]3[N:18]([CH2:19][CH3:20])[CH:17]=[CH:16][C:12]=3[N:13]=[CH:14][N:15]=2)[CH:6]=[CH:5][C:3]=1[NH2:4].C(N(CC)CC)C.[F:28][C:29]([F:40])([F:39])[C:30]1[CH:31]=[C:32]([N:36]=[C:37]=[O:38])[CH:33]=[CH:34][CH:35]=1. (3) Given the product [OH:24][C:19]1[CH:20]=[C:21]2[C:16](=[CH:17][CH:18]=1)[C:15](=[O:25])[N:14]([C:11]1[CH:12]=[CH:13][C:8]([N:1]3[CH2:7][CH2:6][CH2:5][N:4]([CH2:28][C:29]([OH:32])([CH3:31])[CH3:30])[CH2:3][CH2:2]3)=[C:9]([O:26][CH3:27])[CH:10]=1)[CH2:23][CH2:22]2, predict the reactants needed to synthesize it. The reactants are: [N:1]1([C:8]2[CH:13]=[CH:12][C:11]([N:14]3[CH2:23][CH2:22][C:21]4[C:16](=[CH:17][CH:18]=[C:19]([OH:24])[CH:20]=4)[C:15]3=[O:25])=[CH:10][C:9]=2[O:26][CH3:27])[CH2:7][CH2:6][CH2:5][NH:4][CH2:3][CH2:2]1.[CH3:28][C:29]1([O:32][CH2:31]1)[CH3:30].